This data is from Forward reaction prediction with 1.9M reactions from USPTO patents (1976-2016). The task is: Predict the product of the given reaction. (1) Given the reactants O[CH2:2][C:3]1[CH:12]=[N:11][C:10]2[N:9]3[CH2:13][CH2:14][CH2:15][C@H:8]3[C:7](=[O:16])[NH:6][C:5]=2[CH:4]=1.Cl.[Cl:18][C:19]1[CH:20]=[C:21]([CH:24]=[CH:25][C:26]=1[N:27]1[CH2:32][CH2:31][NH:30][CH2:29][CH2:28]1)[C:22]#[N:23].[I-].C(C[P+](C)(C)C)#N.C(N(CC)C(C)C)(C)C, predict the reaction product. The product is: [Cl:18][C:19]1[CH:20]=[C:21]([CH:24]=[CH:25][C:26]=1[N:27]1[CH2:32][CH2:31][N:30]([CH2:2][C:3]2[CH:12]=[N:11][C:10]3[N:9]4[CH2:13][CH2:14][CH2:15][C@H:8]4[C:7](=[O:16])[NH:6][C:5]=3[CH:4]=2)[CH2:29][CH2:28]1)[C:22]#[N:23]. (2) The product is: [C:1]([C:4]1[C:9]2[N:8]([C:38]([CH2:39][CH3:40])=[N:11][N:10]=2)[C:7]([S:12][CH3:13])=[N:6][C:5]=1[NH:14][C:15]1[CH:20]=[CH:19][C:18]([CH:21]2[CH2:22][CH2:23][N:24]([C:27]([O:29][C:30]([CH3:31])([CH3:33])[CH3:32])=[O:28])[CH2:25][CH2:26]2)=[CH:17][C:16]=1[Cl:34])(=[O:3])[NH2:2]. Given the reactants [C:1]([C:4]1[C:5]([NH:14][C:15]2[CH:20]=[CH:19][C:18]([CH:21]3[CH2:26][CH2:25][N:24]([C:27]([O:29][C:30]([CH3:33])([CH3:32])[CH3:31])=[O:28])[CH2:23][CH2:22]3)=[CH:17][C:16]=2[Cl:34])=[N:6][C:7]([S:12][CH3:13])=[N:8][C:9]=1[NH:10][NH2:11])(=[O:3])[NH2:2].C(O[C:38](OCC)(OCC)[CH2:39][CH3:40])C, predict the reaction product. (3) Given the reactants Br[C:2]1[S:6][C:5]([C:7]([OH:9])=[O:8])=[CH:4][CH:3]=1.[N:10]1[C:19]2[C:14](=[CH:15][CH:16]=[CH:17][C:18]=2B(O)O)[CH:13]=[CH:12][CH:11]=1.[Cl-], predict the reaction product. The product is: [N:10]1[C:19]2[C:14](=[CH:15][CH:16]=[CH:17][C:18]=2[C:2]2[S:6][C:5]([C:7]([OH:9])=[O:8])=[CH:4][CH:3]=2)[CH:13]=[CH:12][CH:11]=1. (4) Given the reactants [Cl:1][C:2]1[C:11]2[C:10]([S:12]([N:15]3[CH2:19][CH2:18][C@H:17]([NH2:20])[CH2:16]3)(=[O:14])=[O:13])=[CH:9][CH:8]=[CH:7][C:6]=2[CH:5]=[N:4][CH:3]=1.Cl, predict the reaction product. The product is: [ClH:1].[Cl:1][C:2]1[C:11]2[C:10]([S:12]([N:15]3[CH2:19][CH2:18][C@H:17]([NH2:20])[CH2:16]3)(=[O:13])=[O:14])=[CH:9][CH:8]=[CH:7][C:6]=2[CH:5]=[N:4][CH:3]=1.